Predict the reaction yield, written as a fraction of the theoretical maximum amount of product (1.0 means a 100% yield; for example, 0.34 means a 34% yield). From a dataset of Reaction yield outcomes from USPTO patents with 853,638 reactions. (1) The reactants are [C:1]([C:3]1[CH:8]=[CH:7][C:6]([N:9]2[C:13](=[O:14])[C:12]([CH3:16])([CH3:15])[N:11]([C:17]3[CH:35]=[CH:34][C:20]([O:21][CH2:22][C:23]4([NH:26]C(=O)OC(C)(C)C)[CH2:25][CH2:24]4)=[C:19]([F:36])[CH:18]=3)[C:10]2=[S:37])=[CH:5][C:4]=1[C:38]([F:41])([F:40])[F:39])#[N:2].[OH-].[Na+]. The catalyst is Cl.CO. The product is [NH2:26][C:23]1([CH2:22][O:21][C:20]2[CH:34]=[CH:35][C:17]([N:11]3[C:12]([CH3:16])([CH3:15])[C:13](=[O:14])[N:9]([C:6]4[CH:7]=[CH:8][C:3]([C:1]#[N:2])=[C:4]([C:38]([F:40])([F:41])[F:39])[CH:5]=4)[C:10]3=[S:37])=[CH:18][C:19]=2[F:36])[CH2:25][CH2:24]1. The yield is 0.947. (2) The reactants are [NH2:1][C:2]1[CH:14]=[CH:13][C:5]([CH:6]=[CH:7][C:8]([O:10][CH2:11][CH3:12])=[O:9])=[CH:4][CH:3]=1.[N:15]1[CH:20]=[CH:19]C=CC=1.[OH-].[Na+].[C:23]([O-:26])(O)=O.[Na+].[CH2:28](Cl)Cl. No catalyst specified. The product is [CH2:11]([O:10][C:8](=[O:9])/[CH:7]=[CH:6]/[C:5]1[CH:4]=[CH:3][C:2]([NH:1][C:23](=[O:26])[C:20]([NH2:15])([CH3:19])[CH3:28])=[CH:14][CH:13]=1)[CH3:12]. The yield is 1.01. (3) The reactants are [C:1]([CH2:4][C@H:5]([OH:45])[CH2:6][C@H:7]([OH:44])[CH2:8][CH2:9][C:10]1[N:14]([CH:15]([CH3:17])[CH3:16])[C:13]([C:18]([NH:20][CH2:21][C:22]2[CH:23]=[C:24]([CH:28]=[CH:29][CH:30]=2)[C:25]([OH:27])=[O:26])=[O:19])=[C:12]([C:31]2[CH:36]=[CH:35][CH:34]=[CH:33][CH:32]=2)[C:11]=1[C:37]1[CH:42]=[CH:41][C:40]([F:43])=[CH:39][CH:38]=1)([OH:3])=[O:2].C(O)C.[OH-].[Na+:50]. The catalyst is O. The product is [Na+:50].[Na+:50].[C:1]([CH2:4][C@H:5]([OH:45])[CH2:6][C@H:7]([OH:44])[CH2:8][CH2:9][C:10]1[N:14]([CH:15]([CH3:16])[CH3:17])[C:13]([C:18]([NH:20][CH2:21][C:22]2[CH:23]=[C:24]([CH:28]=[CH:29][CH:30]=2)[C:25]([O-:27])=[O:26])=[O:19])=[C:12]([C:31]2[CH:36]=[CH:35][CH:34]=[CH:33][CH:32]=2)[C:11]=1[C:37]1[CH:38]=[CH:39][C:40]([F:43])=[CH:41][CH:42]=1)([OH:3])=[O:2].[C:1]([CH2:4][C@H:5]([OH:45])[CH2:6][C@H:7]([OH:44])[CH2:8][CH2:9][C:10]1[N:14]([CH:15]([CH3:16])[CH3:17])[C:13]([C:18]([NH:20][CH2:21][C:22]2[CH:23]=[C:24]([CH:28]=[CH:29][CH:30]=2)[C:25]([O-:27])=[O:26])=[O:19])=[C:12]([C:31]2[CH:36]=[CH:35][CH:34]=[CH:33][CH:32]=2)[C:11]=1[C:37]1[CH:38]=[CH:39][C:40]([F:43])=[CH:41][CH:42]=1)([OH:3])=[O:2]. The yield is 0.990.